From a dataset of Forward reaction prediction with 1.9M reactions from USPTO patents (1976-2016). Predict the product of the given reaction. (1) Given the reactants [CH2:1]([N:8]1[C:12]2=[N:13][CH:14]=[CH:15][CH:16]=[C:11]2[C:10]([C:17]([O:19]CC)=[O:18])=[N:9]1)[C:2]1[CH:7]=[CH:6][CH:5]=[CH:4][CH:3]=1.[OH-].[Na+].C1COCC1, predict the reaction product. The product is: [CH2:1]([N:8]1[C:12]2=[N:13][CH:14]=[CH:15][CH:16]=[C:11]2[C:10]([C:17]([OH:19])=[O:18])=[N:9]1)[C:2]1[CH:3]=[CH:4][CH:5]=[CH:6][CH:7]=1. (2) The product is: [CH3:14][O:13][C:11]([CH:6]1[CH2:7][C:8](=[O:10])[CH:9]=[C:5]1[C:3]([O:2][CH3:1])=[O:4])=[O:12]. Given the reactants [CH3:1][O:2][C:3]([C@@H:5]1[CH2:9][C:8](=[O:10])[CH2:7][C@@H:6]1[C:11]([O:13][CH3:14])=[O:12])=[O:4].C([O-])([O-])=O.[Ca+2].CN(C=O)C, predict the reaction product. (3) Given the reactants [C:1]1([N:7]2[CH2:12][CH2:11][N:10]([CH2:13][CH2:14][CH2:15][CH2:16][NH2:17])[CH2:9][CH2:8]2)[CH:6]=[CH:5][CH:4]=[CH:3][CH:2]=1.[C:18](N1C=CN=C1)(N1C=CN=C1)=[O:19].[C:30]1([N:36]2[CH2:41][CH2:40][NH:39][CH2:38][CH2:37]2)[CH:35]=[CH:34][CH:33]=[CH:32][CH:31]=1, predict the reaction product. The product is: [C:30]1([N:36]2[CH2:41][CH2:40][N:39]([C:18]([NH:17][CH2:16][CH2:15][CH2:14][CH2:13][N:10]3[CH2:9][CH2:8][N:7]([C:1]4[CH:2]=[CH:3][CH:4]=[CH:5][CH:6]=4)[CH2:12][CH2:11]3)=[O:19])[CH2:38][CH2:37]2)[CH:35]=[CH:34][CH:33]=[CH:32][CH:31]=1. (4) Given the reactants Br[C:2]1[CH:7]=[CH:6][N:5]([C:8]2[CH:9]=[CH:10][C:11]3[N:12]([C:14]([CH3:20])=[C:15]([CH:17]4[CH2:19][CH2:18]4)[N:16]=3)[CH:13]=2)[C:4](=[O:21])[CH:3]=1.[F:22][C:23]([F:32])([F:31])[C:24]1[S:25][CH:26]=[C:27]([CH2:29][OH:30])[N:28]=1.CC(C)([O-])C.[K+].C1(C)C=CC=CC=1, predict the reaction product. The product is: [CH:17]1([C:15]2[N:16]=[C:11]3[CH:10]=[CH:9][C:8]([N:5]4[CH:6]=[CH:7][C:2]([O:30][CH2:29][C:27]5[N:28]=[C:24]([C:23]([F:32])([F:31])[F:22])[S:25][CH:26]=5)=[CH:3][C:4]4=[O:21])=[CH:13][N:12]3[C:14]=2[CH3:20])[CH2:19][CH2:18]1. (5) The product is: [C:7]([O:11][C:12]([N:14]1[CH2:18][CH2:17][C:16]([C:19]#[N:20])([CH2:22][C:23]2[CH:28]=[CH:27][C:26]([F:29])=[CH:25][CH:24]=2)[CH2:15]1)=[O:13])([CH3:10])([CH3:8])[CH3:9]. Given the reactants CC(C)([O-])C.[K+].[C:7]([O:11][C:12]([N:14]1[CH2:18][CH2:17][CH:16]([C:19]#[N:20])[CH2:15]1)=[O:13])([CH3:10])([CH3:9])[CH3:8].Br[CH2:22][C:23]1[CH:28]=[CH:27][C:26]([F:29])=[CH:25][CH:24]=1, predict the reaction product.